From a dataset of Peptide-MHC class II binding affinity with 134,281 pairs from IEDB. Regression. Given a peptide amino acid sequence and an MHC pseudo amino acid sequence, predict their binding affinity value. This is MHC class II binding data. The MHC is HLA-DQA10102-DQB10502 with pseudo-sequence HLA-DQA10102-DQB10502. The peptide sequence is FYNEKAFLLTTFDVS. The binding affinity (normalized) is 0.629.